Task: Predict the product of the given reaction.. Dataset: Forward reaction prediction with 1.9M reactions from USPTO patents (1976-2016) (1) The product is: [C:4]([CH:6]1[CH2:7][N:8]([C:10]([O:12][C:13]([CH3:14])([CH3:15])[CH3:16])=[O:11])[CH2:9]1)(=[O:5])[CH3:21]. Given the reactants CON(C)[C:4]([CH:6]1[CH2:9][N:8]([C:10]([O:12][C:13]([CH3:16])([CH3:15])[CH3:14])=[O:11])[CH2:7]1)=[O:5].C[Mg+].[Br-].[C:21](O)(=O)CC(CC(O)=O)(C(O)=O)O, predict the reaction product. (2) Given the reactants Cl[C:2]1[C:3](=[O:18])[N:4]([CH:15]([CH3:17])[CH3:16])[S:5](=[O:14])(=[O:13])[C:6]=1[C:7]1[CH:12]=[CH:11][CH:10]=[CH:9][CH:8]=1.Cl.Cl.[CH3:21][C:22]1[C:26]([CH2:27][CH2:28][NH2:29])=[C:25]([CH3:30])[NH:24][N:23]=1, predict the reaction product. The product is: [CH3:21][C:22]1[C:26]([CH2:27][CH2:28][NH:29][C:2]2[C:3](=[O:18])[N:4]([CH:15]([CH3:17])[CH3:16])[S:5](=[O:14])(=[O:13])[C:6]=2[C:7]2[CH:12]=[CH:11][CH:10]=[CH:9][CH:8]=2)=[C:25]([CH3:30])[NH:24][N:23]=1. (3) Given the reactants Cl[C:2]1[CH:11]=[C:10]([CH3:12])[C:9]2[C:4](=[CH:5][CH:6]=[C:7]([Cl:13])[CH:8]=2)[N:3]=1.[C:14](OCC)(=[O:17])[NH:15][NH2:16], predict the reaction product. The product is: [Cl:13][C:7]1[CH:8]=[C:9]2[C:4](=[CH:5][CH:6]=1)[N:3]1[C:14](=[O:17])[NH:15][N:16]=[C:2]1[CH:11]=[C:10]2[CH3:12]. (4) Given the reactants Cl.[Cl:2][C:3]1[CH:8]=[CH:7][C:6]([NH:9]N)=[CH:5][CH:4]=1.[O:11]1[CH:16]=[CH:15][CH2:14][CH2:13][CH2:12]1.S(=O)(=O)(O)O, predict the reaction product. The product is: [Cl:2][C:3]1[CH:8]=[C:7]2[C:6](=[CH:5][CH:4]=1)[NH:9][CH:16]=[C:15]2[CH2:14][CH2:13][CH2:12][OH:11].